Dataset: Forward reaction prediction with 1.9M reactions from USPTO patents (1976-2016). Task: Predict the product of the given reaction. (1) Given the reactants C(N(CC)CC)C.Br[CH2:9][C:10]1[CH:23]=[CH:22][CH:21]=[C:20]([Cl:24])[C:11]=1[O:12][Si:13]([C:16]([CH3:19])([CH3:18])[CH3:17])([CH3:15])[CH3:14].ClC1C=CC=C(C)C=1O.C([SiH](C)C)(C)(C)C.BrN1C(=O)CCC1=O.[CH3:49][O:50][C:51](=[O:61])[C:52]1[CH:57]=[C:56]([CH3:58])[C:55]([Br:59])=[C:54]([SH:60])[CH:53]=1, predict the reaction product. The product is: [CH3:49][O:50][C:51](=[O:61])[C:52]1[CH:57]=[C:56]([CH3:58])[C:55]([Br:59])=[C:54]([S:60][CH2:9][C:10]2[CH:23]=[CH:22][CH:21]=[C:20]([Cl:24])[C:11]=2[O:12][Si:13]([C:16]([CH3:19])([CH3:18])[CH3:17])([CH3:15])[CH3:14])[CH:53]=1. (2) Given the reactants [NH2:1][NH:2][C:3]([C:5]1[C:10]([CH3:11])=[CH:9][CH:8]=[CH:7][N:6]=1)=[NH:4].[CH3:12][O:13][C:14]1[CH:15]=[CH:16][C:17]([OH:22])=[C:18]([CH:21]=1)[CH:19]=O, predict the reaction product. The product is: [CH3:12][O:13][C:14]1[CH:15]=[CH:16][C:17]([OH:22])=[C:18]([C:19]2[NH:1][N:2]=[C:3]([C:5]3[C:10]([CH3:11])=[CH:9][CH:8]=[CH:7][N:6]=3)[N:4]=2)[CH:21]=1. (3) Given the reactants C([O:8][C:9]1[CH:18]=[C:17]2[C:12]([C:13](=[O:27])[N:14]([CH2:19][O:20][C:21](=[O:26])[C:22]([CH3:25])([CH3:24])[CH3:23])[CH:15]=[N:16]2)=[CH:11][C:10]=1[O:28][CH3:29])C1C=CC=CC=1.C(O)(=O)C, predict the reaction product. The product is: [OH:8][C:9]1[CH:18]=[C:17]2[C:12]([C:13](=[O:27])[N:14]([CH2:19][O:20][C:21](=[O:26])[C:22]([CH3:23])([CH3:24])[CH3:25])[CH:15]=[N:16]2)=[CH:11][C:10]=1[O:28][CH3:29]. (4) Given the reactants CS(O[CH:6]([C:8]1[C:9]([CH:34]([O:37][CH3:38])[O:35][CH3:36])=[N:10][C:11]2[N:12]([C:18](=[O:33])[NH:19][C:20]3[CH:25]=[C:24]([NH:26][CH2:27][CH2:28][O:29][CH3:30])[C:23]([C:31]#[N:32])=[CH:22][N:21]=3)[CH2:13][CH2:14][CH2:15][C:16]=2[CH:17]=1)[CH3:7])(=O)=O.[CH3:39][NH2:40], predict the reaction product. The product is: [C:31]([C:23]1[C:24]([NH:26][CH2:27][CH2:28][O:29][CH3:30])=[CH:25][C:20]([NH:19][C:18]([N:12]2[C:11]3[C:16](=[CH:17][C:8]([CH:6]([NH:40][CH3:39])[CH3:7])=[C:9]([CH:34]([O:37][CH3:38])[O:35][CH3:36])[N:10]=3)[CH2:15][CH2:14][CH2:13]2)=[O:33])=[N:21][CH:22]=1)#[N:32]. (5) Given the reactants [F:1][C:2]1[CH:3]=[C:4]([CH:7]=[CH:8][C:9]=1[CH:10]=[O:11])[C:5]#[N:6].[BH4-].[Na+], predict the reaction product. The product is: [F:1][C:2]1[CH:3]=[C:4]([CH:7]=[CH:8][C:9]=1[CH2:10][OH:11])[C:5]#[N:6]. (6) Given the reactants [CH3:1][O:2][C:3]1[CH:4]=[C:5]2[C:10](=[CH:11][C:12]=1[O:13][CH3:14])[N:9]=[CH:8][CH:7]=[C:6]2[O:15][C:16]1[CH:22]=[CH:21][C:19]([NH2:20])=[CH:18][CH:17]=1.C(N(CC)CC)C.ClC(Cl)(O[C:34](=[O:40])OC(Cl)(Cl)Cl)Cl.Cl.[Br:43][C:44]1[CH:45]=[C:46]([C@@H:50]([NH2:52])[CH3:51])[CH:47]=[CH:48][CH:49]=1, predict the reaction product. The product is: [Br:43][C:44]1[CH:45]=[C:46]([C@@H:50]([NH:52][C:34]([NH:20][C:19]2[CH:21]=[CH:22][C:16]([O:15][C:6]3[C:5]4[C:10](=[CH:11][C:12]([O:13][CH3:14])=[C:3]([O:2][CH3:1])[CH:4]=4)[N:9]=[CH:8][CH:7]=3)=[CH:17][CH:18]=2)=[O:40])[CH3:51])[CH:47]=[CH:48][CH:49]=1. (7) Given the reactants [CH3:1][O:2][C:3]1[C:4]([O:15][CH3:16])=[CH:5][C:6]2[O:10][C:9]([C:11](=[O:13])[CH3:12])=[CH:8][C:7]=2[CH:14]=1.C(O[K])(C)(C)C.[CH2:23](Br)/[CH:24]=[C:25](/[CH2:27][CH2:28][CH:29]=[C:30]([CH3:32])[CH3:31])\[CH3:26].O, predict the reaction product. The product is: [CH3:1][O:2][C:3]1[C:4]([O:15][CH3:16])=[CH:5][C:6]2[O:10][C:9]([C:11](=[O:13])[CH2:12][CH2:23][CH:24]=[C:25]([CH3:26])[CH2:27][CH2:28][CH:29]=[C:30]([CH3:32])[CH3:31])=[CH:8][C:7]=2[CH:14]=1.